Dataset: Full USPTO retrosynthesis dataset with 1.9M reactions from patents (1976-2016). Task: Predict the reactants needed to synthesize the given product. (1) Given the product [Cl:23][C:24]1[CH:32]=[C:31]([F:33])[C:30]([S:34]([NH:1][CH2:2][C:3]2[C:4]([NH:16][CH:17]3[CH2:18][CH2:19][O:20][CH2:21][CH2:22]3)=[C:5]3[CH:13]=[N:12][N:11]([CH2:14][CH3:15])[C:6]3=[N:7][C:8]=2[CH2:9][CH3:10])(=[O:36])=[O:35])=[CH:29][C:25]=1[C:26]([OH:28])=[O:27], predict the reactants needed to synthesize it. The reactants are: [NH2:1][CH2:2][C:3]1[C:8]([CH2:9][CH3:10])=[N:7][C:6]2[N:11]([CH2:14][CH3:15])[N:12]=[CH:13][C:5]=2[C:4]=1[NH:16][CH:17]1[CH2:22][CH2:21][O:20][CH2:19][CH2:18]1.[Cl:23][C:24]1[CH:32]=[C:31]([F:33])[C:30]([S:34](Cl)(=[O:36])=[O:35])=[CH:29][C:25]=1[C:26]([OH:28])=[O:27].CCN(CC)CC. (2) Given the product [Cl:1][C:2]1[CH:28]=[CH:27][C:5]([CH2:6][N:7]2[C:15]3[C:10](=[CH:11][C:12](/[CH:16]=[C:17]4/[C:18](=[O:26])[N:19]([CH2:23][CH2:24][N:40]5[CH2:44][CH2:43][NH:42][S:41]5(=[O:46])=[O:45])[C:20](=[O:22])[S:21]/4)=[CH:13][CH:14]=3)[CH:9]=[N:8]2)=[C:4]([C:29]([F:31])([F:30])[F:32])[CH:3]=1, predict the reactants needed to synthesize it. The reactants are: [Cl:1][C:2]1[CH:28]=[CH:27][C:5]([CH2:6][N:7]2[C:15]3[C:10](=[CH:11][C:12](/[CH:16]=[C:17]4/[C:18](=[O:26])[N:19]([CH2:23][CH2:24]O)[C:20](=[O:22])[S:21]/4)=[CH:13][CH:14]=3)[CH:9]=[N:8]2)=[C:4]([C:29]([F:32])([F:31])[F:30])[CH:3]=1.C(OC([N:40]1[CH2:44][CH2:43][NH:42][S:41]1(=[O:46])=[O:45])=O)(C)(C)C. (3) Given the product [Cl:1][C:2]1[CH:7]=[CH:6][C:5]([N:8]([CH2:9][CH2:10][NH:11][C:12]([NH:38][CH3:37])=[O:14])[S:15]([C:18]2[CH:23]=[CH:22][C:21]([O:24][CH3:25])=[C:20]([O:26][CH3:27])[CH:19]=2)(=[O:17])=[O:16])=[C:4]([CH2:28][C:29]2[C:30]([F:36])=[CH:31][CH:32]=[CH:33][C:34]=2[F:35])[CH:3]=1, predict the reactants needed to synthesize it. The reactants are: [Cl:1][C:2]1[CH:7]=[CH:6][C:5]([N:8]([S:15]([C:18]2[CH:23]=[CH:22][C:21]([O:24][CH3:25])=[C:20]([O:26][CH3:27])[CH:19]=2)(=[O:17])=[O:16])[CH2:9][CH2:10][NH:11][C:12](=[O:14])[O-])=[C:4]([CH2:28][C:29]2[C:34]([F:35])=[CH:33][CH:32]=[CH:31][C:30]=2[F:36])[CH:3]=1.[CH3:37][NH2:38]. (4) Given the product [CH2:1]=[CH2:2].[CH2:1]=[CH:2][CH2:3][CH2:4][CH2:5][CH2:6][CH2:7][CH3:8], predict the reactants needed to synthesize it. The reactants are: [CH2:1]=[CH:2][CH2:3][CH2:4][CH2:5][CH2:6][CH2:7][CH3:8].[H][H].C=C.[Al]. (5) Given the product [C:1]([O:5][C:6](=[O:32])[NH:7][C:8]1[CH:9]=[CH:10][C:11]([S:14][C:15]2[CH:20]=[CH:19][C:18]([C:21](=[O:30])[NH:22][C:23]3[CH:28]=[CH:27][CH:26]=[C:25]([Br:29])[CH:24]=3)=[CH:17][C:16]=2[NH:31][C:45]2[C:35]3[CH:40]=[CH:39][CH:38]=[N:37][C:36]=3[N:41]=[CH:42][N:43]=2)=[CH:12][CH:13]=1)([CH3:4])([CH3:2])[CH3:3], predict the reactants needed to synthesize it. The reactants are: [C:1]([O:5][C:6](=[O:32])[NH:7][C:8]1[CH:13]=[CH:12][C:11]([S:14][C:15]2[CH:20]=[CH:19][C:18]([C:21](=[O:30])[NH:22][C:23]3[CH:28]=[CH:27][CH:26]=[C:25]([Br:29])[CH:24]=3)=[CH:17][C:16]=2[NH2:31])=[CH:10][CH:9]=1)([CH3:4])([CH3:3])[CH3:2].C([C:35]1[C:36]([N:41]=[CH:42][N:43]([CH3:45])C)=[N:37][CH:38]=[CH:39][CH:40]=1)#N. (6) Given the product [CH3:1][O:2][C:3]1[N:8]=[CH:7][C:6]([CH2:9][S:10][CH2:11][C:12]([OH:14])=[O:13])=[CH:5][C:4]=1[N+:16]([O-:18])=[O:17], predict the reactants needed to synthesize it. The reactants are: [CH3:1][O:2][C:3]1[N:8]=[CH:7][C:6]([CH2:9][S:10][CH2:11][C:12]([O:14]C)=[O:13])=[CH:5][C:4]=1[N+:16]([O-:18])=[O:17].C(=O)([O-])[O-].[Na+].[Na+].